This data is from TCR-epitope binding with 47,182 pairs between 192 epitopes and 23,139 TCRs. The task is: Binary Classification. Given a T-cell receptor sequence (or CDR3 region) and an epitope sequence, predict whether binding occurs between them. (1) The epitope is RLFRKSNLK. Result: 0 (the TCR does not bind to the epitope). The TCR CDR3 sequence is CASSYAGTGDTEAFF. (2) The epitope is VLQAVGACV. The TCR CDR3 sequence is CASSLPYSSGGELFF. Result: 0 (the TCR does not bind to the epitope). (3) The TCR CDR3 sequence is CASSPYGGTYNEQFF. Result: 1 (the TCR binds to the epitope). The epitope is YLNTLTLAV. (4) The epitope is GTSGSPIIDK. The TCR CDR3 sequence is CASSLIGGGNTEAFF. Result: 1 (the TCR binds to the epitope). (5) The epitope is NYSGVVTTVMF. The TCR CDR3 sequence is CASSQSGQLDTQYF. Result: 0 (the TCR does not bind to the epitope). (6) The epitope is DATYQRTRALVR. The TCR CDR3 sequence is CASSQGQANEKLFF. Result: 0 (the TCR does not bind to the epitope). (7) The epitope is SEVGPEHSLAEY. The TCR CDR3 sequence is CASSHPGLSYNEQFF. Result: 0 (the TCR does not bind to the epitope). (8) The epitope is KLPDDFTGCV. The TCR CDR3 sequence is CSASRLADYLGDSYEQYF. Result: 1 (the TCR binds to the epitope). (9) The epitope is TFYLTNDVSFL. The TCR CDR3 sequence is CASSQEGAGPFYEQYF. Result: 0 (the TCR does not bind to the epitope).